Dataset: Full USPTO retrosynthesis dataset with 1.9M reactions from patents (1976-2016). Task: Predict the reactants needed to synthesize the given product. (1) The reactants are: [NH:1]1[C:9]2[C:4](=[CH:5][CH:6]=[CH:7][CH:8]=2)[CH2:3][C:2]1=[O:10].[I:11]N1C(=O)CCC1=O.O. Given the product [I:11][C:6]1[CH:5]=[C:4]2[C:9](=[CH:8][CH:7]=1)[NH:1][C:2](=[O:10])[CH2:3]2, predict the reactants needed to synthesize it. (2) The reactants are: [H-].[H-].[H-].[H-].[Li+].[Al+3].C(O[C:12]([N:14]1[CH2:19][CH2:18][C:17]2[C:20]([C:23]([F:26])([F:25])[F:24])=[N:21][NH:22][C:16]=2[CH2:15]1)=O)(C)(C)C. Given the product [CH3:12][N:14]1[CH2:19][CH2:18][C:17]2[C:20]([C:23]([F:26])([F:24])[F:25])=[N:21][NH:22][C:16]=2[CH2:15]1, predict the reactants needed to synthesize it. (3) The reactants are: [NH2:1][C:2]1[C:10]2[C:9]([C:11]3[O:12][C:13]([CH3:16])=[CH:14][CH:15]=3)=[N:8][C:7](S(C)=O)=[N:6][C:5]=2[S:4][C:3]=1[C:20]([NH2:22])=[O:21].[C:23](=O)([O-])[O-:24].[K+].[K+]. Given the product [NH2:1][C:2]1[C:10]2[C:9]([C:11]3[O:12][C:13]([CH3:16])=[CH:14][CH:15]=3)=[N:8][C:7]([O:24][CH3:23])=[N:6][C:5]=2[S:4][C:3]=1[C:20]([NH2:22])=[O:21], predict the reactants needed to synthesize it. (4) Given the product [O:30]=[C:28]1[N:8]([CH:9]2[CH2:14][CH2:13][N:12]([C:15]3([CH3:26])[CH2:16][CH2:17][N:18]([C:21]([O:23][CH2:24][CH3:25])=[O:22])[CH2:19][CH2:20]3)[CH2:11][CH2:10]2)[C@H:3]2[CH2:4][CH2:5][CH2:6][CH2:7][C@@H:2]2[NH:1]1, predict the reactants needed to synthesize it. The reactants are: [NH2:1][C@H:2]1[CH2:7][CH2:6][CH2:5][CH2:4][C@@H:3]1[NH:8][CH:9]1[CH2:14][CH2:13][N:12]([C:15]2([CH3:26])[CH2:20][CH2:19][N:18]([C:21]([O:23][CH2:24][CH3:25])=[O:22])[CH2:17][CH2:16]2)[CH2:11][CH2:10]1.Cl[C:28](Cl)([O:30]C(=O)OC(Cl)(Cl)Cl)Cl.C(N(C(C)C)CC)(C)C.O. (5) Given the product [ClH:36].[ClH:36].[CH2:1]([O:3][C:4](=[O:35])[CH2:5][C:6]1[CH:11]=[CH:10][C:9]([O:12][CH3:13])=[C:8]([C:14]2[C:23]([CH2:24][NH:25][CH2:26][CH3:27])=[CH:22][C:21]3[C:16](=[CH:17][CH:18]=[CH:19][CH:20]=3)[N:15]=2)[CH:7]=1)[CH3:2], predict the reactants needed to synthesize it. The reactants are: [CH2:1]([O:3][C:4](=[O:35])[CH2:5][C:6]1[CH:11]=[CH:10][C:9]([O:12][CH3:13])=[C:8]([C:14]2[C:23]([CH2:24][N:25](C(OC(C)(C)C)=O)[CH2:26][CH3:27])=[CH:22][C:21]3[C:16](=[CH:17][CH:18]=[CH:19][CH:20]=3)[N:15]=2)[CH:7]=1)[CH3:2].[ClH:36]. (6) Given the product [CH3:1][C:2]([C:5]1[CH:6]=[C:7]([CH:10]=[CH:11][C:12]=1[OH:13])[C:8]#[N:15])([CH3:4])[CH3:3], predict the reactants needed to synthesize it. The reactants are: [CH3:1][C:2]([C:5]1[CH:6]=[C:7]([CH:10]=[CH:11][C:12]=1[OH:13])[CH:8]=O)([CH3:4])[CH3:3].Cl.[NH2:15]O.CCOCC. (7) Given the product [Si:68]([O:9][C:7]1[C:6]([F:18])=[CH:5][C:4]([C:19]2[N:24]=[C:23]3[NH:25][N:26]=[CH:27][C:22]3=[C:21]([NH:34][CH2:35][C:36]3[CH:41]=[CH:40][CH:39]=[CH:38][C:37]=3[N:42]([CH3:52])[S:43]([C:46]3[CH:51]=[CH:50][CH:49]=[CH:48][CH:47]=3)(=[O:44])=[O:45])[N:20]=2)=[C:3]([CH2:1][CH3:2])[CH:8]=1)([C:71]([CH3:74])([CH3:73])[CH3:72])([CH3:70])[CH3:69], predict the reactants needed to synthesize it. The reactants are: [CH2:1]([C:3]1[CH:8]=[C:7]([O:9]COCC[Si](C)(C)C)[C:6]([F:18])=[CH:5][C:4]=1[C:19]1[N:24]=[C:23]2[N:25](C3CCCCO3)[N:26]=[CH:27][C:22]2=[C:21]([NH:34][CH2:35][C:36]2[CH:41]=[CH:40][CH:39]=[CH:38][C:37]=2[N:42]([CH3:52])[S:43]([C:46]2[CH:51]=[CH:50][CH:49]=[CH:48][CH:47]=2)(=[O:45])=[O:44])[N:20]=1)[CH3:2].C(O)(C(F)(F)F)=O.N1C(C)=CC=CC=1C.[Si:68](OS(C(F)(F)F)(=O)=O)([C:71]([CH3:74])([CH3:73])[CH3:72])([CH3:70])[CH3:69]. (8) Given the product [Br:23][C:24]1[CH:29]=[CH:28][CH:27]=[CH:26][C:25]=1[CH2:30][N:14]1[CH:15]=[CH:16][C:12]([C:10]([NH:9][C:3]2[C:4]([F:8])=[CH:5][CH:6]=[CH:7][C:2]=2[F:1])=[O:11])=[N:13]1, predict the reactants needed to synthesize it. The reactants are: [F:1][C:2]1[CH:7]=[CH:6][CH:5]=[C:4]([F:8])[C:3]=1[NH:9][C:10]([C:12]1[CH:16]=[CH:15][NH:14][N:13]=1)=[O:11].C(=O)([O-])[O-].[K+].[K+].[Br:23][C:24]1[CH:29]=[CH:28][CH:27]=[CH:26][C:25]=1[CH2:30]Br. (9) Given the product [O:18]([C:19]1[CH:20]=[N:21][CH:22]=[C:23]([C:4]2[CH:5]=[CH:6][C:7]([F:8])=[C:2]([Cl:1])[CH:3]=2)[CH:24]=1)[C@@H:17]1[S:26][CH2:27][C@@H:28]([OH:34])[C@H:29]([OH:30])[C@H:16]1[OH:15], predict the reactants needed to synthesize it. The reactants are: [Cl:1][C:2]1[CH:3]=[C:4](B(O)O)[CH:5]=[CH:6][C:7]=1[F:8].C([O:15][C@@H:16]1[C@@H:29]([O:30]C(=O)C)[C@H:28]([O:34]C(=O)C)[CH2:27][S:26][C@H:17]1[O:18][C:19]1[CH:20]=[N:21][CH:22]=[C:23](Br)[CH:24]=1)(=O)C.